Dataset: Full USPTO retrosynthesis dataset with 1.9M reactions from patents (1976-2016). Task: Predict the reactants needed to synthesize the given product. (1) Given the product [CH3:12][O:13][C:2]1[C:7]([C:8]([F:11])([F:10])[F:9])=[CH:6][CH:5]=[CH:4][N:3]=1, predict the reactants needed to synthesize it. The reactants are: Cl[C:2]1[C:7]([C:8]([F:11])([F:10])[F:9])=[CH:6][CH:5]=[CH:4][N:3]=1.[CH3:12][O-:13].[Na+]. (2) The reactants are: Cl[CH2:2][C:3](=[O:5])[CH3:4].C(=O)([O-])[O-].[Cs+].[Cs+].[I-].[K+].[F:14][C:15]1[C:20]([NH:21][CH:22]=[O:23])=[CH:19][CH:18]=[C:17]([F:24])[N:16]=1. Given the product [F:14][C:15]1[C:20]([N:21]([CH2:2][C:3](=[O:5])[CH3:4])[CH:22]=[O:23])=[CH:19][CH:18]=[C:17]([F:24])[N:16]=1, predict the reactants needed to synthesize it.